This data is from Catalyst prediction with 721,799 reactions and 888 catalyst types from USPTO. The task is: Predict which catalyst facilitates the given reaction. (1) Reactant: CS(O)(=O)=O.O=P12OP3(OP(OP(O3)(O1)=O)(=O)O2)=O.[CH2:20]([O:22][C:23](=[O:37])[C:24]([NH:26][CH2:27][CH2:28][C:29]1[CH:34]=[CH:33][CH:32]=[C:31]([O:35][CH3:36])[CH:30]=1)=O)[CH3:21].C([O-])([O-])=O.[K+].[K+]. Product: [CH3:36][O:35][C:31]1[CH:30]=[C:29]2[C:34](=[CH:33][CH:32]=1)[C:24]([C:23]([O:22][CH2:20][CH3:21])=[O:37])=[N:26][CH2:27][CH2:28]2. The catalyst class is: 2. (2) Reactant: [C:1]1([C:7]([C:15]2[CH:20]=[CH:19][CH:18]=[CH:17][CH:16]=2)([C:9]2[CH:14]=[CH:13][CH:12]=[CH:11][CH:10]=2)Cl)[CH:6]=[CH:5][CH:4]=[CH:3][CH:2]=1.Cl.[CH2:22]([CH2:24][NH2:25])[OH:23].O. Product: [C:1]1([C:7]([C:15]2[CH:20]=[CH:19][CH:18]=[CH:17][CH:16]=2)([C:9]2[CH:14]=[CH:13][CH:12]=[CH:11][CH:10]=2)[O:23][CH2:22][CH2:24][NH2:25])[CH:6]=[CH:5][CH:4]=[CH:3][CH:2]=1. The catalyst class is: 17.